This data is from Peptide-MHC class II binding affinity with 134,281 pairs from IEDB. The task is: Regression. Given a peptide amino acid sequence and an MHC pseudo amino acid sequence, predict their binding affinity value. This is MHC class II binding data. The binding affinity (normalized) is 0.0330. The peptide sequence is HSLLDEGKQSLTKLA. The MHC is HLA-DQA10102-DQB10602 with pseudo-sequence HLA-DQA10102-DQB10602.